From a dataset of Peptide-MHC class II binding affinity with 134,281 pairs from IEDB. Regression. Given a peptide amino acid sequence and an MHC pseudo amino acid sequence, predict their binding affinity value. This is MHC class II binding data. (1) The peptide sequence is LISRVLDGLVMTTIS. The MHC is DRB1_0401 with pseudo-sequence DRB1_0401. The binding affinity (normalized) is 0.316. (2) The peptide sequence is GALQIVDKIDAAFKI. The MHC is DRB3_0101 with pseudo-sequence DRB3_0101. The binding affinity (normalized) is 0.830. (3) The peptide sequence is VFLQTHIFAEVLKDAIKDL. The MHC is HLA-DPA10301-DPB10402 with pseudo-sequence HLA-DPA10301-DPB10402. The binding affinity (normalized) is 0.841. (4) The peptide sequence is ILNTWLVKPGAGIMI. The MHC is HLA-DPA10201-DPB10501 with pseudo-sequence HLA-DPA10201-DPB10501. The binding affinity (normalized) is 0.197. (5) The peptide sequence is ESATILMTATPPGTS. The binding affinity (normalized) is 0.477. The MHC is DRB3_0301 with pseudo-sequence DRB3_0301. (6) The peptide sequence is CGSTDEYCSPDHNCQ. The MHC is HLA-DPA10103-DPB10401 with pseudo-sequence HLA-DPA10103-DPB10401. The binding affinity (normalized) is 0.387. (7) The peptide sequence is EGGNIYTKKEAFNVE. The MHC is DRB1_1501 with pseudo-sequence DRB1_1501. The binding affinity (normalized) is 0.298.